This data is from Peptide-MHC class II binding affinity with 134,281 pairs from IEDB. The task is: Regression. Given a peptide amino acid sequence and an MHC pseudo amino acid sequence, predict their binding affinity value. This is MHC class II binding data. (1) The peptide sequence is DQGCSSALGSGPYGA. The MHC is HLA-DQA10501-DQB10302 with pseudo-sequence HLA-DQA10501-DQB10302. The binding affinity (normalized) is 0.396. (2) The peptide sequence is RNSRWSSPDNVKPLY. The MHC is DRB1_1201 with pseudo-sequence DRB1_1201. The binding affinity (normalized) is 0.189. (3) The peptide sequence is GPTATFEAMYLGTCQ. The MHC is HLA-DPA10103-DPB10201 with pseudo-sequence HLA-DPA10103-DPB10201. The binding affinity (normalized) is 0.382. (4) The peptide sequence is AAATAGTTVYGAFCA. The MHC is HLA-DPA10103-DPB10401 with pseudo-sequence HLA-DPA10103-DPB10401. The binding affinity (normalized) is 0.142. (5) The peptide sequence is KMMGVPLQCSA. The MHC is HLA-DQA10501-DQB10301 with pseudo-sequence HLA-DQA10501-DQB10301. The binding affinity (normalized) is 0.588. (6) The peptide sequence is VKPLYIITPTNVSHI. The MHC is HLA-DPA10103-DPB10301 with pseudo-sequence HLA-DPA10103-DPB10301. The binding affinity (normalized) is 0.433. (7) The peptide sequence is KRVSNVIIHGLHLYG. The MHC is HLA-DPA10201-DPB11401 with pseudo-sequence HLA-DPA10201-DPB11401. The binding affinity (normalized) is 0.369. (8) The peptide sequence is AFLLLGLAGNSSPSA. The MHC is HLA-DQA10401-DQB10402 with pseudo-sequence HLA-DQA10401-DQB10402. The binding affinity (normalized) is 0.613.